This data is from Forward reaction prediction with 1.9M reactions from USPTO patents (1976-2016). The task is: Predict the product of the given reaction. (1) Given the reactants [CH3:1][S:2][C:3]1[N:7]2[C:8]([C:15]([F:18])([F:17])[F:16])=[CH:9][CH:10]=[C:11]([C:12]([OH:14])=O)[C:6]2=[N:5][N:4]=1.[CH3:19][C:20]1[O:24][C:23]([NH2:25])=[N:22][N:21]=1.S(Cl)(Cl)=O, predict the reaction product. The product is: [CH3:19][C:20]1[O:24][C:23]([NH:25][C:12]([C:11]2[C:6]3[N:7]([C:3]([S:2][CH3:1])=[N:4][N:5]=3)[C:8]([C:15]([F:18])([F:17])[F:16])=[CH:9][CH:10]=2)=[O:14])=[N:22][N:21]=1. (2) Given the reactants [CH3:1][O:2][C:3](=[O:8])[CH:4]([CH3:7])[CH:5]=[CH2:6].[CH3:9][C:10]1[CH:19]=[C:18]([CH2:20][O:21][C:22]2[CH:30]=[CH:29][C:25]([CH:26]=[N:27][OH:28])=[CH:24][CH:23]=2)[C:17]2[C:12](=[CH:13][CH:14]=[CH:15][CH:16]=2)[N:11]=1, predict the reaction product. The product is: [CH3:1][O:2][C:3](=[O:8])[CH:4]([CH:5]1[O:28][N:27]=[C:26]([C:25]2[CH:24]=[CH:23][C:22]([O:21][CH2:20][C:18]3[C:17]4[C:12](=[CH:13][CH:14]=[CH:15][CH:16]=4)[N:11]=[C:10]([CH3:9])[CH:19]=3)=[CH:30][CH:29]=2)[CH2:6]1)[CH3:7]. (3) Given the reactants [N:1]1[CH:6]=[CH:5][N:4]=[CH:3][CH:2]=1.[C:7]1([C:19](O)=O)(C(O)=O)[CH2:12][CH2:11][CH2:10][CH2:9][CH:8]1C(O)=O.OO, predict the reaction product. The product is: [CH:7]1([C:19]2[CH:6]=[N:1][CH:2]=[CH:3][N:4]=2)[CH2:8][CH:9]([C:2]2[CH:3]=[N:4][CH:5]=[CH:6][N:1]=2)[CH2:10][CH:11]([C:2]2[CH:3]=[N:4][CH:5]=[CH:6][N:1]=2)[CH2:12]1.